This data is from Full USPTO retrosynthesis dataset with 1.9M reactions from patents (1976-2016). The task is: Predict the reactants needed to synthesize the given product. (1) Given the product [CH3:1][O:2][C:3]([C:5]1[O:6][C:7]([CH3:27])=[C:8]([CH2:10][O:11][C:12]2[CH:13]=[CH:14][C:15]([C:29]3[CH:34]=[CH:33][C:32]([O:35][CH3:36])=[CH:31][C:30]=3[CH3:37])=[CH:16][CH:17]=2)[CH:9]=1)=[O:4], predict the reactants needed to synthesize it. The reactants are: [CH3:1][O:2][C:3]([C:5]1[O:6][C:7]([CH3:27])=[C:8]([CH2:10][O:11][C:12]2[CH:17]=[CH:16][C:15](B3OC(C)(C)C(C)(C)O3)=[CH:14][CH:13]=2)[CH:9]=1)=[O:4].Br[C:29]1[CH:34]=[CH:33][C:32]([O:35][CH3:36])=[CH:31][C:30]=1[CH3:37]. (2) Given the product [CH3:8][C:9]1([CH3:16])[C:13]([CH3:15])([CH3:14])[O:12][B:11](/[CH:20]=[CH:19]/[CH2:18][CH2:17][N:21]2[CH2:26][C:25]3([CH2:27][CH2:28][N:29]([C:32]([O:34][C:35]([CH3:38])([CH3:37])[CH3:36])=[O:33])[CH2:30][CH2:31]3)[CH2:24][CH2:23][CH2:22]2)[O:10]1, predict the reactants needed to synthesize it. The reactants are: C(N(CC)CC)C.[CH3:8][C:9]1([CH3:16])[C:13]([CH3:15])([CH3:14])[O:12][BH:11][O:10]1.[CH2:17]([N:21]1[CH2:26][C:25]2([CH2:31][CH2:30][N:29]([C:32]([O:34][C:35]([CH3:38])([CH3:37])[CH3:36])=[O:33])[CH2:28][CH2:27]2)[CH2:24][CH2:23][CH2:22]1)[CH2:18][C:19]#[CH:20].